This data is from Full USPTO retrosynthesis dataset with 1.9M reactions from patents (1976-2016). The task is: Predict the reactants needed to synthesize the given product. (1) Given the product [O:1]1[CH:5]=[CH:4][CH:3]=[C:2]1[C:6]1[O:7][C:8]([CH3:34])=[C:9]([CH2:11][O:12][C:13]2[CH:14]=[CH:15][C:16]([CH2:17][O:18][C:19]3[C:23](/[CH:24]=[CH:35]/[P:36](=[O:43])([O:40][CH2:41][CH3:42])[O:37][CH2:38][CH3:39])=[CH:22][N:21]([C:26]4[CH:31]=[CH:30][CH:29]=[CH:28][CH:27]=4)[N:20]=3)=[CH:32][CH:33]=2)[N:10]=1, predict the reactants needed to synthesize it. The reactants are: [O:1]1[CH:5]=[CH:4][CH:3]=[C:2]1[C:6]1[O:7][C:8]([CH3:34])=[C:9]([CH2:11][O:12][C:13]2[CH:33]=[CH:32][C:16]([CH2:17][O:18][C:19]3[C:23]([CH:24]=O)=[CH:22][N:21]([C:26]4[CH:31]=[CH:30][CH:29]=[CH:28][CH:27]=4)[N:20]=3)=[CH:15][CH:14]=2)[N:10]=1.[CH2:35](P(=O)(OCC)OCC)[P:36](=[O:43])([O:40][CH2:41][CH3:42])[O:37][CH2:38][CH3:39].CN(C)C=O.[H-].[Na+]. (2) Given the product [CH3:1][O:2][C:3](=[O:28])[CH:4]([C:14]1[CH:19]=[C:18]([C:20]([F:23])([F:22])[F:21])[CH:17]=[C:16]([C:24]([F:27])([F:26])[F:25])[CH:15]=1)[CH2:5][C:6]1[C:7]([NH:29][C:30]2[CH:35]=[CH:34][CH:33]=[CH:32][CH:31]=2)=[N:8][C:9]([NH:29][C:30]2[CH:35]=[CH:34][CH:33]=[CH:32][CH:31]=2)=[N:10][CH:11]=1, predict the reactants needed to synthesize it. The reactants are: [CH3:1][O:2][C:3](=[O:28])[CH:4]([C:14]1[CH:19]=[C:18]([C:20]([F:23])([F:22])[F:21])[CH:17]=[C:16]([C:24]([F:27])([F:26])[F:25])[CH:15]=1)[CH2:5][C:6]1[C:7](Cl)=[N:8][C:9](Cl)=[N:10][CH:11]=1.[NH2:29][C:30]1[CH:35]=[CH:34][CH:33]=[CH:32][CH:31]=1. (3) The reactants are: Cl[C:2]1[CH:7]=[C:6]([O:8][C:9]2[C:10]([CH3:16])=[N:11][C:12]([CH3:15])=[CH:13][CH:14]=2)[CH:5]=[CH:4][N:3]=1.[NH2:17][C:18]1[CH:28]=[CH:27][C:21]([C:22]([N:24]([CH3:26])[CH3:25])=[O:23])=[CH:20][CH:19]=1.C([O-])([O-])=O.[Cs+].[Cs+]. Given the product [CH3:16][C:10]1[C:9]([O:8][C:6]2[CH:5]=[CH:4][N:3]=[C:2]([NH:17][C:18]3[CH:28]=[CH:27][C:21]([C:22]([N:24]([CH3:26])[CH3:25])=[O:23])=[CH:20][CH:19]=3)[CH:7]=2)=[CH:14][CH:13]=[C:12]([CH3:15])[N:11]=1, predict the reactants needed to synthesize it. (4) The reactants are: [F:1][C:2]([F:22])([F:21])[C:3]1[CH:11]=[C:10]2[C:6]([CH:7]=[N:8][NH:9]2)=[C:5]([C:12]2[CH:13]=[N:14][N:15]([CH2:17][C:18]([OH:20])=O)[CH:16]=2)[CH:4]=1.C1C=CC2N(O)N=[N:29]C=2C=1.C(Cl)CCl.[Cl-].[NH4+].C(N(C(C)C)C(C)C)C. Given the product [F:1][C:2]([F:21])([F:22])[C:3]1[CH:11]=[C:10]2[C:6]([CH:7]=[N:8][NH:9]2)=[C:5]([C:12]2[CH:13]=[N:14][N:15]([CH2:17][C:18]([NH2:29])=[O:20])[CH:16]=2)[CH:4]=1, predict the reactants needed to synthesize it. (5) The reactants are: [C:1]([NH:4][C:5]1[S:6][CH:7]=[C:8]([CH2:10][CH2:11][C:12]2[CH:17]=[CH:16][C:15]([CH2:18][C:19]([OH:21])=O)=[CH:14][CH:13]=2)[N:9]=1)(=[O:3])[CH3:2].Cl.[NH2:23][C:24]([NH2:26])=[NH:25].C[O-].[Na+]. Given the product [C:1]([NH:4][C:5]1[S:6][CH:7]=[C:8]([CH2:10][CH2:11][C:12]2[CH:13]=[CH:14][C:15]([CH2:18][C:19]([NH:25][C:24]([NH2:26])=[NH:23])=[O:21])=[CH:16][CH:17]=2)[N:9]=1)(=[O:3])[CH3:2], predict the reactants needed to synthesize it. (6) Given the product [Cl:28][C:3]1[CH:4]=[C:5]([CH:26]=[CH:27][C:2]=1[NH:1][C:41]([O:43][C:44]1[CH:49]=[CH:48][CH:47]=[CH:46][CH:45]=1)=[O:42])[O:6][C:7]1[C:16]2[C:11](=[CH:12][C:13]([O:21][CH2:22][CH2:23][O:24][CH3:25])=[C:14]([C:17]([O:19][CH3:20])=[O:18])[CH:15]=2)[N:10]=[CH:9][CH:8]=1, predict the reactants needed to synthesize it. The reactants are: [NH2:1][C:2]1[CH:27]=[CH:26][C:5]([O:6][C:7]2[C:16]3[C:11](=[CH:12][C:13]([O:21][CH2:22][CH2:23][O:24][CH3:25])=[C:14]([C:17]([O:19][CH3:20])=[O:18])[CH:15]=3)[N:10]=[CH:9][CH:8]=2)=[CH:4][C:3]=1[Cl:28].N1C=CC=CC=1.O1CCCC1.Cl[C:41]([O:43][C:44]1[CH:49]=[CH:48][CH:47]=[CH:46][CH:45]=1)=[O:42]. (7) Given the product [Si:34]([O:20][CH2:19][C:17]1[CH:16]=[C:15]([CH2:21][OH:22])[CH:14]=[C:13]([O:12][C:3]2[C:2]([Cl:1])=[CH:7][C:6]([C:8]([F:11])([F:9])[F:10])=[CH:5][N:4]=2)[CH:18]=1)([C:30]([CH3:33])([CH3:32])[CH3:31])([C:41]1[CH:42]=[CH:43][CH:44]=[CH:45][CH:46]=1)[C:35]1[CH:40]=[CH:39][CH:38]=[CH:37][CH:36]=1, predict the reactants needed to synthesize it. The reactants are: [Cl:1][C:2]1[C:3]([O:12][C:13]2[CH:14]=[C:15]([CH2:21][OH:22])[CH:16]=[C:17]([CH2:19][OH:20])[CH:18]=2)=[N:4][CH:5]=[C:6]([C:8]([F:11])([F:10])[F:9])[CH:7]=1.C(N(CC)CC)C.[C:30]([Si:34](Cl)([C:41]1[CH:46]=[CH:45][CH:44]=[CH:43][CH:42]=1)[C:35]1[CH:40]=[CH:39][CH:38]=[CH:37][CH:36]=1)([CH3:33])([CH3:32])[CH3:31].C(=O)([O-])O.[Na+]. (8) Given the product [CH2:21]1[C:22](=[O:23])[N:18]([O:9][C:7]([CH2:6][CH2:10][CH2:11][CH2:12][CH2:13][NH:14][C:15]([CH2:16][CH2:17][N:18]2[C:19](=[O:24])[CH:20]=[CH:21][C:22]2=[O:23])=[O:25])=[O:8])[C:19](=[O:24])[CH2:20]1, predict the reactants needed to synthesize it. The reactants are: C1(=O)N([CH:6]([CH2:10][CH2:11][CH2:12][CH2:13][NH:14][C:15](=[O:25])[CH2:16][CH2:17][N:18]2[C:22](=[O:23])[CH:21]=[CH:20][C:19]2=[O:24])[C:7]([O-:9])=[O:8])C(=O)CC1. (9) The reactants are: [F:1][C:2]([F:20])([F:19])[C:3]1[CH:4]=[C:5]([C:13]([CH3:18])([CH3:17])[C:14](Cl)=[O:15])[CH:6]=[C:7]([C:9]([F:12])([F:11])[F:10])[CH:8]=1.[CH3:21][NH:22][C:23]1[CH:24]=[N:25][C:26]([N:36]2[CH2:41][CH2:40][O:39][CH2:38][CH2:37]2)=[CH:27][C:28]=1[C:29]1[CH:34]=[CH:33][CH:32]=[CH:31][C:30]=1[CH3:35].C(N(C(C)C)C(C)C)C.O. Given the product [F:1][C:2]([F:20])([F:19])[C:3]1[CH:4]=[C:5]([C:13]([CH3:18])([CH3:17])[C:14]([N:22]([CH3:21])[C:23]2[CH:24]=[N:25][C:26]([N:36]3[CH2:41][CH2:40][O:39][CH2:38][CH2:37]3)=[CH:27][C:28]=2[C:29]2[CH:34]=[CH:33][CH:32]=[CH:31][C:30]=2[CH3:35])=[O:15])[CH:6]=[C:7]([C:9]([F:12])([F:11])[F:10])[CH:8]=1, predict the reactants needed to synthesize it.